From a dataset of Full USPTO retrosynthesis dataset with 1.9M reactions from patents (1976-2016). Predict the reactants needed to synthesize the given product. (1) Given the product [Cl:28][C:29]1[CH:30]=[C:31]([CH:35]=[CH:36][CH:37]=1)[C:32]([N:19]1[CH2:20][CH2:21][C:16]2([O:15][C:14]3[C:24]4[C:10]([C:11](=[O:27])[C:12](=[O:26])[C:13]=3[S:23][CH2:22]2)=[CH:9][CH:8]=[C:7]([C:4]2[CH:3]=[CH:2][N:1]=[CH:6][CH:5]=2)[CH:25]=4)[CH2:17][CH2:18]1)=[O:33], predict the reactants needed to synthesize it. The reactants are: [N:1]1[CH:6]=[CH:5][C:4]([C:7]2[CH:25]=[C:24]3[C:10]([C:11](=[O:27])[C:12](=[O:26])[C:13]4[S:23][CH2:22][C:16]5([CH2:21][CH2:20][NH:19][CH2:18][CH2:17]5)[O:15][C:14]=43)=[CH:9][CH:8]=2)=[CH:3][CH:2]=1.[Cl:28][C:29]1[CH:30]=[C:31]([CH:35]=[CH:36][CH:37]=1)[C:32](Cl)=[O:33]. (2) The reactants are: [Br:1][C:2]1[C:7]([OH:8])=[CH:6][CH:5]=[C:4](I)[N:3]=1.[Cl:10][C:11]1[CH:16]=[CH:15][C:14](B(O)O)=[CH:13][CH:12]=1.C(=O)([O-])[O-].[K+].[K+]. Given the product [Br:1][C:2]1[C:7]([OH:8])=[CH:6][CH:5]=[C:4]([C:14]2[CH:15]=[CH:16][C:11]([Cl:10])=[CH:12][CH:13]=2)[N:3]=1, predict the reactants needed to synthesize it.